Dataset: NCI-60 drug combinations with 297,098 pairs across 59 cell lines. Task: Regression. Given two drug SMILES strings and cell line genomic features, predict the synergy score measuring deviation from expected non-interaction effect. (1) Drug 1: C1CCC(C(C1)N)N.C(=O)(C(=O)[O-])[O-].[Pt+4]. Drug 2: B(C(CC(C)C)NC(=O)C(CC1=CC=CC=C1)NC(=O)C2=NC=CN=C2)(O)O. Cell line: NCI-H226. Synergy scores: CSS=44.1, Synergy_ZIP=-3.41, Synergy_Bliss=-0.888, Synergy_Loewe=-24.0, Synergy_HSA=-0.323. (2) Drug 1: CCN(CC)CCNC(=O)C1=C(NC(=C1C)C=C2C3=C(C=CC(=C3)F)NC2=O)C. Drug 2: C(=O)(N)NO. Cell line: COLO 205. Synergy scores: CSS=2.58, Synergy_ZIP=-2.35, Synergy_Bliss=-1.37, Synergy_Loewe=-65.8, Synergy_HSA=-2.83. (3) Drug 1: CC(C1=C(C=CC(=C1Cl)F)Cl)OC2=C(N=CC(=C2)C3=CN(N=C3)C4CCNCC4)N. Drug 2: CC1=C2C(C(=O)C3(C(CC4C(C3C(C(C2(C)C)(CC1OC(=O)C(C(C5=CC=CC=C5)NC(=O)OC(C)(C)C)O)O)OC(=O)C6=CC=CC=C6)(CO4)OC(=O)C)OC)C)OC. Cell line: SK-MEL-28. Synergy scores: CSS=34.7, Synergy_ZIP=2.34, Synergy_Bliss=3.59, Synergy_Loewe=-14.3, Synergy_HSA=1.09. (4) Drug 1: CC1=C2C(C(=O)C3(C(CC4C(C3C(C(C2(C)C)(CC1OC(=O)C(C(C5=CC=CC=C5)NC(=O)OC(C)(C)C)O)O)OC(=O)C6=CC=CC=C6)(CO4)OC(=O)C)OC)C)OC. Drug 2: CCC1=C2CN3C(=CC4=C(C3=O)COC(=O)C4(CC)O)C2=NC5=C1C=C(C=C5)O. Cell line: OVCAR-5. Synergy scores: CSS=40.7, Synergy_ZIP=0.899, Synergy_Bliss=-1.56, Synergy_Loewe=-7.74, Synergy_HSA=1.62. (5) Drug 1: CN(C)C1=NC(=NC(=N1)N(C)C)N(C)C. Drug 2: CS(=O)(=O)CCNCC1=CC=C(O1)C2=CC3=C(C=C2)N=CN=C3NC4=CC(=C(C=C4)OCC5=CC(=CC=C5)F)Cl. Cell line: 786-0. Synergy scores: CSS=-4.05, Synergy_ZIP=1.12, Synergy_Bliss=-0.702, Synergy_Loewe=-5.79, Synergy_HSA=-3.81. (6) Drug 1: CC1CCC2CC(C(=CC=CC=CC(CC(C(=O)C(C(C(=CC(C(=O)CC(OC(=O)C3CCCCN3C(=O)C(=O)C1(O2)O)C(C)CC4CCC(C(C4)OC)O)C)C)O)OC)C)C)C)OC. Drug 2: CN(C(=O)NC(C=O)C(C(C(CO)O)O)O)N=O. Cell line: MDA-MB-435. Synergy scores: CSS=17.1, Synergy_ZIP=-3.44, Synergy_Bliss=-1.22, Synergy_Loewe=-90.0, Synergy_HSA=-2.63. (7) Drug 1: CNC(=O)C1=CC=CC=C1SC2=CC3=C(C=C2)C(=NN3)C=CC4=CC=CC=N4. Drug 2: CS(=O)(=O)OCCCCOS(=O)(=O)C. Cell line: HOP-62. Synergy scores: CSS=15.5, Synergy_ZIP=1.67, Synergy_Bliss=3.98, Synergy_Loewe=1.08, Synergy_HSA=1.10.